Task: Predict the product of the given reaction.. Dataset: Forward reaction prediction with 1.9M reactions from USPTO patents (1976-2016) (1) Given the reactants [CH3:1][C:2]1[C:11]([NH:12][C:13]([C:15]2[C:20]([CH3:21])=[CH:19][CH:18]=[C:17]([C:22]3[CH:27]=[CH:26][CH:25]=[CH:24][CH:23]=3)[N:16]=2)=[O:14])=[C:10]([CH3:28])[CH:9]=[CH:8][C:3]=1[C:4]([O:6]C)=[O:5].O.O[Li].O.[Na+].[Cl-], predict the reaction product. The product is: [CH3:1][C:2]1[C:11]([NH:12][C:13]([C:15]2[C:20]([CH3:21])=[CH:19][CH:18]=[C:17]([C:22]3[CH:27]=[CH:26][CH:25]=[CH:24][CH:23]=3)[N:16]=2)=[O:14])=[C:10]([CH3:28])[CH:9]=[CH:8][C:3]=1[C:4]([OH:6])=[O:5]. (2) The product is: [C:1]([C:5]1[N:10]=[C:9]([O:11][CH2:12][CH3:13])[C:8]([C:14]2[N:15]([C:33]([N:42]3[CH2:43][CH2:44][N:39]([C:36](=[O:38])[CH3:37])[CH2:40][CH2:41]3)=[O:34])[C@H:16]([C:26]3[CH:31]=[CH:30][C:29]([Cl:32])=[CH:28][CH:27]=3)[C@H:17]([C:19]3[CH:24]=[CH:23][C:22]([Cl:25])=[CH:21][CH:20]=3)[N:18]=2)=[CH:7][N:6]=1)([CH3:4])([CH3:2])[CH3:3]. Given the reactants [C:1]([C:5]1[N:10]=[C:9]([O:11][CH2:12][CH3:13])[C:8]([C:14]2[N:15]([C:33](Cl)=[O:34])[CH:16]([C:26]3[CH:31]=[CH:30][C:29]([Cl:32])=[CH:28][CH:27]=3)[CH:17]([C:19]3[CH:24]=[CH:23][C:22]([Cl:25])=[CH:21][CH:20]=3)[N:18]=2)=[CH:7][N:6]=1)([CH3:4])([CH3:3])[CH3:2].[C:36]([N:39]1[CH2:44][CH2:43][NH:42][CH2:41][CH2:40]1)(=[O:38])[CH3:37], predict the reaction product. (3) The product is: [Cl:60][C:61]1[CH:62]=[CH:63][C:64]([CH:67]([NH:73][C:48]([C:33]2([NH:32][C:30](=[O:31])[O:29][C:25]([CH3:27])([CH3:28])[CH3:26])[CH2:38][CH2:37][N:36]([C:39]3[C:40]4[CH:47]=[CH:46][NH:45][C:41]=4[N:42]=[CH:43][N:44]=3)[CH2:35][CH2:34]2)=[O:49])[CH2:68][CH2:69][N:70]([CH3:72])[CH3:71])=[CH:65][CH:66]=1. Given the reactants F[P-](F)(F)(F)(F)F.N1(OC(N(C)C)=[N+](C)C)C2N=CC=CC=2N=N1.[C:25]([O:29][C:30]([NH:32][C:33]1([C:48](O)=[O:49])[CH2:38][CH2:37][N:36]([C:39]2[C:40]3[CH:47]=[CH:46][NH:45][C:41]=3[N:42]=[CH:43][N:44]=2)[CH2:35][CH2:34]1)=[O:31])([CH3:28])([CH3:27])[CH3:26].C(N(CC)C(C)C)(C)C.[Cl:60][C:61]1[CH:66]=[CH:65][C:64]([CH:67]([NH2:73])[CH2:68][CH2:69][N:70]([CH3:72])[CH3:71])=[CH:63][CH:62]=1, predict the reaction product. (4) Given the reactants [Br:1][C:2]1[C:10]2[C:5](=[N:6][CH:7]=[C:8]([C:11]3[CH:12]=[CH:13][C:14]([NH:17][C:18](=[O:24])[O:19][C:20]([CH3:23])([CH3:22])[CH3:21])=[N:15][CH:16]=3)[CH:9]=2)[NH:4][CH:3]=1.[C:25](O[C:25]([O:27][C:28]([CH3:31])([CH3:30])[CH3:29])=[O:26])([O:27][C:28]([CH3:31])([CH3:30])[CH3:29])=[O:26], predict the reaction product. The product is: [Br:1][C:2]1[C:10]2[C:5](=[N:6][CH:7]=[C:8]([C:11]3[CH:16]=[N:15][C:14]([NH:17][C:18]([O:19][C:20]([CH3:21])([CH3:23])[CH3:22])=[O:24])=[CH:13][CH:12]=3)[CH:9]=2)[N:4]([C:25]([O:27][C:28]([CH3:31])([CH3:30])[CH3:29])=[O:26])[CH:3]=1.